Task: Predict the reaction yield, written as a fraction of the theoretical maximum amount of product (1.0 means a 100% yield; for example, 0.34 means a 34% yield).. Dataset: Reaction yield outcomes from USPTO patents with 853,638 reactions (1) The reactants are [CH3:1][O:2][C:3]1[CH:27]=[C:26]([O:28][CH3:29])[CH:25]=[CH:24][C:4]=1[CH2:5][N:6]([C:19]1[S:23][N:22]=[CH:21][N:20]=1)[S:7]([C:10]1[CH:15]=[C:14]([F:16])[C:13](F)=[CH:12][C:11]=1[F:18])(=[O:9])=[O:8].[C:30]1([C@H:36]2[CH2:40][CH2:39][CH2:38][C@@H:37]2[OH:41])[CH:35]=[CH:34][CH:33]=[CH:32][CH:31]=1.[H-].[Na+]. The catalyst is CS(C)=O. The product is [CH3:1][O:2][C:3]1[CH:27]=[C:26]([O:28][CH3:29])[CH:25]=[CH:24][C:4]=1[CH2:5][N:6]([C:19]1[S:23][N:22]=[CH:21][N:20]=1)[S:7]([C:10]1[CH:15]=[C:14]([F:16])[C:13]([O:41][C@H:37]2[CH2:38][CH2:39][CH2:40][C@@H:36]2[C:30]2[CH:35]=[CH:34][CH:33]=[CH:32][CH:31]=2)=[CH:12][C:11]=1[F:18])(=[O:8])=[O:9]. The yield is 0.330. (2) The catalyst is C(O)C.CO. The reactants are [CH3:1][O:2][C:3]([C@H:5]1[CH2:10][CH2:9][C@H:8]([C:11](=[S:18])[N:12]=[C:13]([N:15](C)C)[CH3:14])[CH2:7][CH2:6]1)=[O:4].N1C=CC=CC=1.NOS(O)(=O)=O. The product is [CH3:1][O:2][C:3]([C@H:5]1[CH2:10][CH2:9][C@H:8]([C:11]2[S:18][N:15]=[C:13]([CH3:14])[N:12]=2)[CH2:7][CH2:6]1)=[O:4]. The yield is 0.880. (3) The yield is 0.450. The reactants are [NH2:1][C:2]1[C:6]([C:7]#[N:8])=[CH:5][NH:4][N:3]=1.Br[CH2:10][CH:11]([CH3:13])[CH3:12].C(=O)([O-])[O-].[K+].[K+]. The catalyst is C(#N)C. The product is [NH2:1][C:2]1[C:6]([C:7]#[N:8])=[CH:5][N:4]([CH2:10][CH:11]([CH3:13])[CH3:12])[N:3]=1. (4) The yield is 0.410. The product is [N:14]1([C:2]2[CH:9]=[C:8]([C:10]([F:13])([F:12])[F:11])[CH:7]=[CH:6][C:3]=2[CH:4]=[O:5])[CH2:19][CH2:18][O:17][CH2:16][CH2:15]1. The reactants are F[C:2]1[CH:9]=[C:8]([C:10]([F:13])([F:12])[F:11])[CH:7]=[CH:6][C:3]=1[CH:4]=[O:5].[NH:14]1[CH2:19][CH2:18][O:17][CH2:16][CH2:15]1.C(=O)([O-])[O-].[K+].[K+].CS(C)=O. The catalyst is O. (5) The reactants are [Cl:1][C:2]1[CH:7]=[C:6]([Cl:8])[CH:5]=[CH:4][C:3]=1[C:9]1[N:10]=[C:11]([CH2:16][C:17]2[CH:22]=[CH:21][C:20]([C:23]3[CH:28]=[CH:27][C:26]([O:29][C:30]4[CH:31]=[CH:32][C:33]([C:39]([F:42])([F:41])[F:40])=[C:34]([CH:38]=4)[C:35]([OH:37])=O)=[CH:25][CH:24]=3)=[CH:19][CH:18]=2)[N:12]([CH2:14][CH3:15])[CH:13]=1.[CH3:43][S:44]([NH2:47])(=[O:46])=[O:45].F[P-](F)(F)(F)(F)F.FC(N(C)C)=[N+](C)C. The catalyst is C1COCC1. The product is [Cl:1][C:2]1[CH:7]=[C:6]([Cl:8])[CH:5]=[CH:4][C:3]=1[C:9]1[N:10]=[C:11]([CH2:16][C:17]2[CH:18]=[CH:19][C:20]([C:23]3[CH:24]=[CH:25][C:26]([O:29][C:30]4[CH:31]=[CH:32][C:33]([C:39]([F:42])([F:41])[F:40])=[C:34]([CH:38]=4)[C:35]([NH:47][S:44]([CH3:43])(=[O:46])=[O:45])=[O:37])=[CH:27][CH:28]=3)=[CH:21][CH:22]=2)[N:12]([CH2:14][CH3:15])[CH:13]=1. The yield is 0.320. (6) The reactants are Cl[C:2]1[CH:3]=[C:4]([O:9][CH3:10])[CH:5]=[C:6]([Cl:8])[CH:7]=1.[Mg].CN(C)[CH:14]=[O:15]. The catalyst is C1COCC1.BrCCBr. The product is [Cl:8][C:6]1[CH:7]=[C:2]([CH:3]=[C:4]([O:9][CH3:10])[CH:5]=1)[CH:14]=[O:15]. The yield is 0.540. (7) The reactants are [O:1]=[S:2]1(=[O:11])[CH2:7][CH2:6][CH:5]([C:8](O)=[O:9])[CH2:4][CH2:3]1.CN(C=O)C.C(Cl)(=O)C(Cl)=O.[CH2:23]([O:25][C:26]#[CH:27])[CH3:24]. The catalyst is C(Cl)Cl.C1COCC1.C(N(CC)CC)C. The product is [CH2:26]([O:25][C:23]1[C:5]2([CH2:6][CH2:7][S:2](=[O:11])(=[O:1])[CH2:3][CH2:4]2)[C:8](=[O:9])[CH:24]=1)[CH3:27]. The yield is 0.670.